From a dataset of Forward reaction prediction with 1.9M reactions from USPTO patents (1976-2016). Predict the product of the given reaction. Given the reactants [OH-].[Li+].C([O:6][C:7]1[CH:16]=[CH:15][C:10]([C:11]([O:13]C)=[O:12])=[CH:9][C:8]=1[CH2:17][CH:18]=[C:19]([CH3:21])[CH3:20])(=O)C.O.Cl, predict the reaction product. The product is: [OH:6][C:7]1[CH:16]=[CH:15][C:10]([C:11]([OH:13])=[O:12])=[CH:9][C:8]=1[CH2:17][CH:18]=[C:19]([CH3:21])[CH3:20].